From a dataset of Reaction yield outcomes from USPTO patents with 853,638 reactions. Predict the reaction yield, written as a fraction of the theoretical maximum amount of product (1.0 means a 100% yield; for example, 0.34 means a 34% yield). (1) The reactants are [NH2:1][C:2]1[C:10]2[C:5](=[N:6][CH:7]=[C:8]([Br:25])[C:9]=2[N:11]2[CH2:16][CH2:15][CH2:14][C@@H:13]([NH:17][C:18](=[O:24])[O:19][C:20]([CH3:23])([CH3:22])[CH3:21])[CH2:12]2)[NH:4][CH:3]=1.C(N(CC)CC)C.[C:33](O[C:33]([O:35][CH2:36][CH3:37])=[O:34])([O:35][CH2:36][CH3:37])=[O:34].O. The catalyst is C(Cl)Cl.CC#N.O. The product is [Br:25][C:8]1[C:9]([N:11]2[CH2:16][CH2:15][CH2:14][C@@H:13]([NH:17][C:18](=[O:24])[O:19][C:20]([CH3:21])([CH3:22])[CH3:23])[CH2:12]2)=[C:10]2[C:2]([NH:1][C:33]([O:35][CH2:36][CH3:37])=[O:34])=[CH:3][NH:4][C:5]2=[N:6][CH:7]=1. The yield is 0.550. (2) The reactants are [NH2:1][C:2]1[CH:7]=[C:6]([Br:8])[CH:5]=[CH:4][N:3]=1.O.N1C2C(=CC=C3C=2N=CC=C3)C=CC=1.[C:24](#[N:31])[C:25]1[CH:30]=[CH:29][CH:28]=[CH:27][CH:26]=1. The catalyst is [Cu]Br. The product is [Br:8][C:6]1[CH:5]=[CH:4][N:3]2[N:31]=[C:24]([C:25]3[CH:30]=[CH:29][CH:28]=[CH:27][CH:26]=3)[N:1]=[C:2]2[CH:7]=1. The yield is 0.750.